From a dataset of Forward reaction prediction with 1.9M reactions from USPTO patents (1976-2016). Predict the product of the given reaction. Given the reactants N1C=CC=CC=1C1C2C(=O)N(CC(F)(F)F)C3C=CC=CC=3C=2N(C2CCCCO2)N=1.[Br:32][C:33]1[C:42]([C:43]2[CH:48]=[CH:47][CH:46]=[CH:45][N:44]=2)=[CH:41][C:40]2[N:39]([CH2:49][C:50]([F:53])([F:52])[F:51])[C:38](=[O:54])[C:37]3[CH2:55][N:56](C4CCCCO4)[NH:57][C:36]=3[C:35]=2[CH:34]=1.[ClH:64].O, predict the reaction product. The product is: [ClH:64].[Br:32][C:33]1[C:42]([C:43]2[CH:48]=[CH:47][CH:46]=[CH:45][N:44]=2)=[CH:41][C:40]2[N:39]([CH2:49][C:50]([F:52])([F:53])[F:51])[C:38](=[O:54])[C:37]3[CH:55]=[N:56][NH:57][C:36]=3[C:35]=2[CH:34]=1.